Dataset: Peptide-MHC class I binding affinity with 185,985 pairs from IEDB/IMGT. Task: Regression. Given a peptide amino acid sequence and an MHC pseudo amino acid sequence, predict their binding affinity value. This is MHC class I binding data. The MHC is Mamu-B08 with pseudo-sequence Mamu-B08. The peptide sequence is ERWHSLIK. The binding affinity (normalized) is 0.115.